From a dataset of Reaction yield outcomes from USPTO patents with 853,638 reactions. Predict the reaction yield, written as a fraction of the theoretical maximum amount of product (1.0 means a 100% yield; for example, 0.34 means a 34% yield). The reactants are [N:8]1(C([N:8]2[CH:12]=[CH:11][N:10]=[CH:9]2)=N)[CH:12]=[CH:11][N:10]=[CH:9]1.N[C:14]1[CH:19]=[CH:18]C=C[C:15]=1[OH:20]. The catalyst is C1COCC1. The product is [O:20]1[C:15]2[CH:14]=[CH:19][CH:18]=[CH:12][C:11]=2[N:10]=[C:9]1[NH2:8]. The yield is 0.870.